Dataset: Catalyst prediction with 721,799 reactions and 888 catalyst types from USPTO. Task: Predict which catalyst facilitates the given reaction. (1) Reactant: C([O:4][C@@H:5]1[C@H:9]([O:10]C(=O)C)[C@@H:8]([CH2:14][O:15]C(=O)C)[O:7][C@H:6]1[N:19]1[CH:27]=[N:26][C:25]2[C:20]1=[N:21][C:22]([I:31])=[N:23][C:24]=2[NH:28][O:29][CH3:30])(=O)C. Product: [OH:15][CH2:14][C@H:8]1[O:7][C@@H:6]([N:19]2[CH:27]=[N:26][C:25]3[C:20]2=[N:21][C:22]([I:31])=[N:23][C:24]=3[NH:28][O:29][CH3:30])[C@H:5]([OH:4])[C@@H:9]1[OH:10]. The catalyst class is: 328. (2) Product: [S:22]([S:26]([O-:28])=[O:27])([O-:25])(=[O:24])=[O:23].[Na+:29].[CH3:1][N:2]([CH2:9][CH2:10][O:11][C:12]1[CH:13]=[CH:14][C:15]([CH:16]=[O:17])=[CH:18][CH:19]=1)[C:3]1[CH:8]=[CH:7][CH:6]=[CH:5][N:4]=1.[Na+:29]. Reactant: [CH3:1][N:2]([CH2:9][CH2:10][O:11][C:12]1[CH:19]=[CH:18][C:15]([CH:16]=[O:17])=[CH:14][CH:13]=1)[C:3]1[CH:8]=[CH:7][CH:6]=[CH:5][N:4]=1.CO.[S:22]([S:26]([O-:28])=[O:27])([O-:25])(=[O:24])=[O:23].[Na+:29].[Na+]. The catalyst class is: 6. (3) Reactant: [Si:1]([O:8][CH2:9][CH2:10][NH:11][C:12]1[CH:17]=[CH:16][C:15](I)=[CH:14][CH:13]=1)([C:4]([CH3:7])([CH3:6])[CH3:5])([CH3:3])[CH3:2].[CH3:19][O:20][C:21]1[CH:26]=[CH:25][C:24]([N:27]2[C:31]3[C:32](=[O:36])[NH:33][CH2:34][CH2:35][C:30]=3[C:29]([C:37]([O:39][CH2:40][CH3:41])=[O:38])=[N:28]2)=[CH:23][CH:22]=1.CNCCNC.P([O-])([O-])([O-])=O.[K+].[K+].[K+]. Product: [Si:1]([O:8][CH2:9][CH2:10][NH:11][C:12]1[CH:17]=[CH:16][C:15]([N:33]2[CH2:34][CH2:35][C:30]3[C:29]([C:37]([O:39][CH2:40][CH3:41])=[O:38])=[N:28][N:27]([C:24]4[CH:23]=[CH:22][C:21]([O:20][CH3:19])=[CH:26][CH:25]=4)[C:31]=3[C:32]2=[O:36])=[CH:14][CH:13]=1)([C:4]([CH3:7])([CH3:6])[CH3:5])([CH3:3])[CH3:2]. The catalyst class is: 185. (4) Product: [F:26][C:25]([F:28])([F:27])[S:22]([O:12][C:3]1[C:2]([CH3:1])=[CH:7][C:6]([N+:8]([O-:10])=[O:9])=[CH:5][C:4]=1[CH3:11])(=[O:24])=[O:23]. The catalyst class is: 42. Reactant: [CH3:1][C:2]1[CH:7]=[C:6]([N+:8]([O-:10])=[O:9])[CH:5]=[C:4]([CH3:11])[C:3]=1[OH:12].[H-].[Na+].C1C=CC(N([S:22]([C:25]([F:28])([F:27])[F:26])(=[O:24])=[O:23])[S:22]([C:25]([F:28])([F:27])[F:26])(=[O:24])=[O:23])=CC=1. (5) Reactant: C(OC([N:8]1[CH2:13][CH2:12][N:11]([CH2:14][C:15]2[S:19][C:18]([NH:20][C:21](=[O:35])[C:22]([NH:25][C:26](=[O:34])[C:27]3[CH:32]=[CH:31][C:30]([F:33])=[CH:29][CH:28]=3)([CH3:24])[CH3:23])=[N:17][C:16]=2[C:36]2[CH:41]=[CH:40][CH:39]=[CH:38][CH:37]=2)[CH2:10][CH2:9]1)=O)(C)(C)C.C(O)(C(F)(F)F)=O. Product: [F:33][C:30]1[CH:29]=[CH:28][C:27]([C:26]([NH:25][C:22]([CH3:24])([C:21](=[O:35])[NH:20][C:18]2[S:19][C:15]([CH2:14][N:11]3[CH2:12][CH2:13][NH:8][CH2:9][CH2:10]3)=[C:16]([C:36]3[CH:41]=[CH:40][CH:39]=[CH:38][CH:37]=3)[N:17]=2)[CH3:23])=[O:34])=[CH:32][CH:31]=1. The catalyst class is: 4. (6) Product: [OH:8][C@H:5]1[CH2:6][CH2:7][C@H:2]([N:1]2[C:24](=[O:25])[C:23]3[C:22](=[CH:29][CH:28]=[CH:27][CH:26]=3)[C:21]2=[O:30])[CH2:3][CH2:4]1. Reactant: [NH2:1][C@H:2]1[CH2:7][CH2:6][C@H:5]([OH:8])[CH2:4][CH2:3]1.C(=O)([O-])[O-].[K+].[K+].C(N1[C:24](=[O:25])[C:23]2=[CH:26][CH:27]=[CH:28][CH:29]=[C:22]2[C:21]1=[O:30])(OCC)=O. The catalyst class is: 6. (7) Reactant: [CH2:1]([O:3][C:4]([N:6]1[CH2:12][CH2:11][C:10]2[CH:13]=[C:14]([N+:17]([O-])=O)[CH:15]=[CH:16][C:9]=2[CH2:8][CH2:7]1)=[O:5])[CH3:2]. Product: [CH2:1]([O:3][C:4]([N:6]1[CH2:12][CH2:11][C:10]2[CH:13]=[C:14]([NH2:17])[CH:15]=[CH:16][C:9]=2[CH2:8][CH2:7]1)=[O:5])[CH3:2]. The catalyst class is: 25. (8) Reactant: C[O:2][C:3]([C@@H:5]1[CH2:9][C@@H:8]([S:10][CH2:11][C:12]2[CH:17]=[CH:16][C:15]([O:18][CH3:19])=[CH:14][CH:13]=2)[CH2:7][N:6]1[S:20]([C:23]1[CH:32]=[CH:31][C:30]2[C:25](=[CH:26][CH:27]=[CH:28][CH:29]=2)[CH:24]=1)(=[O:22])=[O:21])=O.O.[NH2:34][NH2:35]. Product: [CH3:19][O:18][C:15]1[CH:16]=[CH:17][C:12]([CH2:11][S:10][C@H:8]2[CH2:7][N:6]([S:20]([C:23]3[CH:32]=[CH:31][C:30]4[C:25](=[CH:26][CH:27]=[CH:28][CH:29]=4)[CH:24]=3)(=[O:22])=[O:21])[C@H:5]([C:3]([NH:34][NH2:35])=[O:2])[CH2:9]2)=[CH:13][CH:14]=1. The catalyst class is: 5. (9) Reactant: [F:1][C:2]1[CH:7]=[CH:6][CH:5]=[C:4]([F:8])[C:3]=1[NH:9][S:10]([C:13]1[CH:14]=[C:15]([CH:21]=[CH:22][CH:23]=1)[C:16]([O:18]CC)=[O:17])(=[O:12])=[O:11].C(O)C.[OH-].[Na+].Cl. The catalyst class is: 6. Product: [F:1][C:2]1[CH:7]=[CH:6][CH:5]=[C:4]([F:8])[C:3]=1[NH:9][S:10]([C:13]1[CH:14]=[C:15]([CH:21]=[CH:22][CH:23]=1)[C:16]([OH:18])=[O:17])(=[O:12])=[O:11].